From a dataset of Catalyst prediction with 721,799 reactions and 888 catalyst types from USPTO. Predict which catalyst facilitates the given reaction. (1) Reactant: Br[CH2:2][C:3]([C:5]1[CH:10]=[CH:9][CH:8]=[C:7]([O:11][CH3:12])[CH:6]=1)=[O:4].[S-:13][C:14]#[N:15].[K+].O. Product: [CH3:12][O:11][C:7]1[CH:6]=[C:5]([C:3](=[O:4])[CH2:2][S:13][C:14]#[N:15])[CH:10]=[CH:9][CH:8]=1. The catalyst class is: 8. (2) Reactant: Br[CH2:2][CH2:3][CH2:4][CH2:5][NH:6][C:7](=[O:13])[O:8][C:9]([CH3:12])([CH3:11])[CH3:10].[F:14][C:15]1[CH:20]=[CH:19][C:18]([CH2:21][NH2:22])=[CH:17][CH:16]=1.C(=O)([O-])[O-].[K+].[K+]. Product: [F:14][C:15]1[CH:20]=[CH:19][C:18]([CH2:21][NH:22][CH2:2][CH2:3][CH2:4][CH2:5][NH:6][C:7](=[O:13])[O:8][C:9]([CH3:12])([CH3:11])[CH3:10])=[CH:17][CH:16]=1. The catalyst class is: 10. (3) Product: [Cl:22][C:23]1[O:27][C:26]([CH2:28][O:20][C:17]2[CH:18]=[CH:19][N:14]([C:11]3[CH:12]=[CH:13][C:6]4[N:5]=[C:4]([CH:1]5[CH2:2][CH2:3]5)[N:8]([CH3:9])[C:7]=4[CH:10]=3)[C:15](=[O:21])[CH:16]=2)=[CH:25][CH:24]=1. The catalyst class is: 674. Reactant: [CH:1]1([C:4]2[N:8]([CH3:9])[C:7]3[CH:10]=[C:11]([N:14]4[CH:19]=[CH:18][C:17]([OH:20])=[CH:16][C:15]4=[O:21])[CH:12]=[CH:13][C:6]=3[N:5]=2)[CH2:3][CH2:2]1.[Cl:22][C:23]1[O:27][C:26]([CH2:28]O)=[CH:25][CH:24]=1.C(P(CCCC)CCCC)CCC.N(C(N1CCCCC1)=O)=NC(N1CCCCC1)=O. (4) Reactant: C(OC([N:8]1[CH2:17][CH2:16][N:15]2[C@@H:10]([CH2:11][O:12][CH2:13][C:14]2=[O:18])[CH2:9]1)=O)(C)(C)C.C(O)(C(F)(F)F)=O. Product: [CH2:11]1[C@H:10]2[CH2:9][NH:8][CH2:17][CH2:16][N:15]2[C:14](=[O:18])[CH2:13][O:12]1. The catalyst class is: 2. (5) Reactant: [F:1][C:2]1[CH:7]=[CH:6][C:5]([OH:8])=[CH:4][CH:3]=1.[Cl:9][C:10]1[N:15]=[C:14](Cl)[CH:13]=[C:12]([CH3:17])[N:11]=1.O. Product: [Cl:9][C:10]1[N:15]=[C:14]([O:8][C:5]2[CH:6]=[CH:7][C:2]([F:1])=[CH:3][CH:4]=2)[CH:13]=[C:12]([CH3:17])[N:11]=1. The catalyst class is: 7. (6) Reactant: C(=O)([O-])[O-].[Cs+].[Cs+].[OH:7][C:8]1[CH:15]=[C:14]([O:16][CH3:17])[CH:13]=[CH:12][C:9]=1[C:10]#[N:11].I[CH:19]([CH3:21])[CH3:20].O. Product: [CH:19]([O:7][C:8]1[CH:15]=[C:14]([O:16][CH3:17])[CH:13]=[CH:12][C:9]=1[C:10]#[N:11])([CH3:21])[CH3:20]. The catalyst class is: 21. (7) Reactant: Br[C:2]1[CH:7]=[C:6]([Cl:8])[CH:5]=[CH:4][C:3]=1[CH:9]([F:11])[F:10].[C:12]([O:16][C:17]([CH3:20])([CH3:19])[CH3:18])(=[O:15])[CH:13]=[CH2:14]. Product: [Cl:8][C:6]1[CH:5]=[CH:4][C:3]([CH:9]([F:11])[F:10])=[C:2](/[CH:14]=[CH:13]/[C:12]([O:16][C:17]([CH3:20])([CH3:19])[CH3:18])=[O:15])[CH:7]=1. The catalyst class is: 274. (8) The catalyst class is: 107. Reactant: C(O[CH:5]([CH2:11][CH:12]([CH3:24])[CH2:13][CH2:14][CH:15]=[C:16]([CH3:23])[CH2:17][CH2:18][CH:19]=[C:20]([CH3:22])[CH3:21])[CH:6]([N+:8]([O-:10])=[O:9])[CH3:7])(=O)C.CC(C)([O-])C.[K+].CCOCC.O. Product: [CH3:24][CH:12]([CH2:13][CH2:14][CH:15]=[C:16]([CH3:23])[CH2:17][CH2:18][CH:19]=[C:20]([CH3:22])[CH3:21])[CH2:11][CH:5]=[C:6]([N+:8]([O-:10])=[O:9])[CH3:7]. (9) The catalyst class is: 1. Product: [CH3:11][O:12][C:13]1[CH:14]=[CH:15][C:16]([N:19]2[CH2:23][C:22]3([CH2:29][CH2:28][CH2:27][CH2:26][CH2:25]3)[NH:21][C:20]2=[O:30])=[CH:17][CH:18]=1. Reactant: [H-].[H-].[H-].[H-].[Li+].[Al+3].[Al+3].[Cl-].[Cl-].[Cl-].[CH3:11][O:12][C:13]1[CH:18]=[CH:17][C:16]([N:19]2[C:23](=O)[C:22]3([CH2:29][CH2:28][CH2:27][CH2:26][CH2:25]3)[NH:21][C:20]2=[O:30])=[CH:15][CH:14]=1.C([O-])([O-])=O.[Na+].[Na+]. (10) Reactant: [OH:1][C:2]1[CH:7]=[CH:6][C:5]([C:8]2[CH:13]=[CH:12][C:11]([CH:14]=[O:15])=[CH:10][CH:9]=2)=[CH:4][CH:3]=1.C([O-])([O-])=O.[Cs+].[Cs+].CS(O[CH:27]1[CH2:32][CH2:31][CH:30]([C:33]([F:36])([F:35])[F:34])[CH2:29][CH2:28]1)(=O)=O. Product: [F:34][C:33]([F:36])([F:35])[CH:30]1[CH2:31][CH2:32][CH:27]([O:1][C:2]2[CH:3]=[CH:4][C:5]([C:8]3[CH:13]=[CH:12][C:11]([CH:14]=[O:15])=[CH:10][CH:9]=3)=[CH:6][CH:7]=2)[CH2:28][CH2:29]1. The catalyst class is: 218.